From a dataset of Ames mutagenicity test results for genotoxicity prediction. Regression/Classification. Given a drug SMILES string, predict its toxicity properties. Task type varies by dataset: regression for continuous values (e.g., LD50, hERG inhibition percentage) or binary classification for toxic/non-toxic outcomes (e.g., AMES mutagenicity, cardiotoxicity, hepatotoxicity). Dataset: ames. (1) The drug is OC1C2=C(C3OC3C1O)C1c3cccc4cccc(c34)C1C=C2. The result is 1 (mutagenic). (2) The molecule is Cc1ccc(S(=O)(=O)O)c(C)c1. The result is 0 (non-mutagenic). (3) The molecule is OC1C=Cc2c(ccc3c2-c2cccc4cccc-3c24)C1O. The result is 1 (mutagenic). (4) The compound is CC(=O)Nc1cccc(C)c1. The result is 0 (non-mutagenic). (5) The compound is [N-]=[N+]=CC(=O)NCC(N)=O. The result is 1 (mutagenic). (6) The drug is c1ccc2c(COCC3CO3)cccc2c1. The result is 1 (mutagenic). (7) The compound is CCCC[C@H](C=O)CC. The result is 0 (non-mutagenic).